Predict the reactants needed to synthesize the given product. From a dataset of Full USPTO retrosynthesis dataset with 1.9M reactions from patents (1976-2016). (1) Given the product [CH2:14]([Si:13]([C:11]#[C:12][C:2]1[CH:3]=[C:4]2[C:8](=[CH:9][CH:10]=1)[NH:7][CH:6]=[CH:5]2)([CH2:18][CH3:19])[CH2:16][CH3:17])[CH3:15], predict the reactants needed to synthesize it. The reactants are: I[C:2]1[CH:3]=[C:4]2[C:8](=[CH:9][CH:10]=1)[NH:7][CH:6]=[CH:5]2.[CH2:11]([Si:13]([C:18]#[CH:19])([CH2:16][CH3:17])[CH2:14][CH3:15])[CH3:12]. (2) Given the product [NH2:1][C:2]1[N:3]=[CH:4][C:5]([C:26]2[CH:27]=[CH:28][C:29]([OH:32])=[CH:30][CH:31]=2)=[C:6]([CH2:24][CH3:25])[C:7]=1[C:8]1[CH:9]=[C:10]2[C:14](=[CH:15][CH:16]=1)[NH:13][N:12]=[CH:11]2, predict the reactants needed to synthesize it. The reactants are: [NH2:1][C:2]1[C:7]([C:8]2[CH:9]=[C:10]3[C:14](=[CH:15][CH:16]=2)[N:13](C(OC(C)(C)C)=O)[N:12]=[CH:11]3)=[C:6]([CH2:24][CH3:25])[C:5]([C:26]2[CH:31]=[CH:30][C:29]([OH:32])=[CH:28][CH:27]=2)=[CH:4][N:3]=1.Cl.CCOC(C)=O. (3) Given the product [CH3:1][NH:2][S:3]([C:6]1[CH:7]=[C:8]([NH:12][C:13]2[N:18]=[CH:17][N:16]=[C:15]([NH:19][C:20]3[CH:25]=[CH:24][C:23]([C:26]([NH:28][CH2:29][C:30]([OH:32])=[O:31])=[O:27])=[CH:22][CH:21]=3)[CH:14]=2)[CH:9]=[CH:10][CH:11]=1)(=[O:4])=[O:5], predict the reactants needed to synthesize it. The reactants are: [CH3:1][NH:2][S:3]([C:6]1[CH:7]=[C:8]([NH:12][C:13]2[N:18]=[CH:17][N:16]=[C:15]([NH:19][C:20]3[CH:25]=[CH:24][C:23]([C:26]([NH:28][CH2:29][C:30]([O-:32])=[O:31])=[O:27])=[CH:22][CH:21]=3)[CH:14]=2)[CH:9]=[CH:10][CH:11]=1)(=[O:5])=[O:4].[Li+].[OH-]. (4) Given the product [Br:1][C:2]1[CH:3]=[CH:4][C:5]([CH:6]2[C:7]3([C:8](=[O:16])[O:9][C:10]([CH3:15])([CH3:14])[O:11][C:12]3=[O:13])[CH2:22]2)=[CH:17][CH:18]=1, predict the reactants needed to synthesize it. The reactants are: [Br:1][C:2]1[CH:18]=[CH:17][C:5]([CH:6]=[C:7]2[C:12](=[O:13])[O:11][C:10]([CH3:15])([CH3:14])[O:9][C:8]2=[O:16])=[CH:4][CH:3]=1.[H-].[Na+].[I-].[CH3:22][S+](C)(C)=O.C(OCC)(=O)C. (5) Given the product [C:10]([O:14][C:15]([N:17]1[CH2:22][CH2:21][N:20]([C:23]2[CH:28]=[CH:27][N:26]=[C:25]([O:9][CH2:8][C:6]3[CH:5]=[CH:4][CH:3]=[C:2]([Cl:1])[N:7]=3)[N:24]=2)[CH2:19][CH2:18]1)=[O:16])([CH3:13])([CH3:11])[CH3:12], predict the reactants needed to synthesize it. The reactants are: [Cl:1][C:2]1[N:7]=[C:6]([CH2:8][OH:9])[CH:5]=[CH:4][CH:3]=1.[C:10]([O:14][C:15]([N:17]1[CH2:22][CH2:21][N:20]([C:23]2[CH:28]=[CH:27][N:26]=[C:25](Cl)[N:24]=2)[CH2:19][CH2:18]1)=[O:16])([CH3:13])([CH3:12])[CH3:11]. (6) Given the product [CH2:8]([O:7][C:3]([C:13]1([CH3:23])[C:14](=[O:21])[C:15]2[C:20](=[CH:19][CH:18]=[CH:17][CH:16]=2)[C:12]1([CH3:22])[CH3:11])=[O:10])[CH3:9], predict the reactants needed to synthesize it. The reactants are: [H-].[Na+].[C:3](=[O:10])([O:7][CH2:8][CH3:9])OCC.[CH3:11][C:12]1([CH3:22])[C:20]2[C:15](=[CH:16][CH:17]=[CH:18][CH:19]=2)[C:14](=[O:21])[CH2:13]1.[CH3:23]I.